This data is from hERG potassium channel inhibition data for cardiac toxicity prediction from Karim et al.. The task is: Regression/Classification. Given a drug SMILES string, predict its toxicity properties. Task type varies by dataset: regression for continuous values (e.g., LD50, hERG inhibition percentage) or binary classification for toxic/non-toxic outcomes (e.g., AMES mutagenicity, cardiotoxicity, hepatotoxicity). Dataset: herg_karim. (1) The compound is Cc1onc(-c2ccc(Cl)cc2)c1-c1ccc2cc(CCN3CCC[C@H]3C)ccc2n1. The result is 1 (blocker). (2) The drug is Cc1nc(N2CCC(O)CC2)nc2ccc(NC(=O)/C=C/c3ccc(OC(F)(F)F)cc3)cc12. The result is 1 (blocker). (3) The result is 0 (non-blocker). The molecule is CCCCNc1ncc2c(-c3ccc(S(=O)(=O)NC)cc3)nn(C3CCC(O)CC3)c2n1. (4) The compound is O=C(CNC(=O)c1cccc(C(F)(F)F)c1)NC1CCN(C2CCC(O)(c3cccnn3)CC2)C1. The result is 0 (non-blocker). (5) The molecule is O=C([C@@H](O)C1CC1)N1CC(c2cc(F)ccc2F)=C[C@H]1c1cccc(O)c1. The result is 0 (non-blocker).